Task: Regression. Given a peptide amino acid sequence and an MHC pseudo amino acid sequence, predict their binding affinity value. This is MHC class I binding data.. Dataset: Peptide-MHC class I binding affinity with 185,985 pairs from IEDB/IMGT (1) The peptide sequence is ANRLTTLQR. The MHC is HLA-A11:01 with pseudo-sequence HLA-A11:01. The binding affinity (normalized) is 0.298. (2) The peptide sequence is KISNTTFEV. The binding affinity (normalized) is 0.547. The MHC is HLA-C15:02 with pseudo-sequence HLA-C15:02. (3) The peptide sequence is FLWEWASAR. The MHC is HLA-A11:01 with pseudo-sequence HLA-A11:01. The binding affinity (normalized) is 0.